From a dataset of Full USPTO retrosynthesis dataset with 1.9M reactions from patents (1976-2016). Predict the reactants needed to synthesize the given product. (1) Given the product [CH2:12]([NH:11][C:7]1[N:6]([CH2:5][C:4]2[CH:20]=[C:21]([Cl:23])[CH:22]=[C:2]([Cl:1])[CH:3]=2)[CH:10]=[CH:9][N:8]=1)[C:13]1[CH:18]=[CH:17][CH:16]=[CH:15][CH:14]=1, predict the reactants needed to synthesize it. The reactants are: [Cl:1][C:2]1[CH:3]=[C:4]([CH:20]=[C:21]([Cl:23])[CH:22]=1)[CH2:5][N:6]1[CH:10]=[CH:9][N:8]=[C:7]1[NH:11][C:12](=O)[C:13]1[CH:18]=[CH:17][CH:16]=[CH:15][CH:14]=1.[H-].[H-].[H-].[H-].[Li+].[Al+3].[O-]S([O-])(=O)=O.[Na+].[Na+]. (2) Given the product [NH2:20][CH2:19][CH2:18][NH:21][C:2]1[CH:3]=[CH:4][C:5]2[C:11](=[O:12])[C:10]3[CH:13]=[CH:14][CH:15]=[CH:16][C:9]=3[CH2:8][O:7][C:6]=2[CH:17]=1, predict the reactants needed to synthesize it. The reactants are: F[C:2]1[CH:3]=[CH:4][C:5]2[C:11](=[O:12])[C:10]3[CH:13]=[CH:14][CH:15]=[CH:16][C:9]=3[CH2:8][O:7][C:6]=2[CH:17]=1.[CH2:18]([NH2:21])[CH2:19][NH2:20]. (3) The reactants are: [C:1]12[CH2:13][CH2:12][CH2:11][CH2:10][C:9]=1[S:8][C:7]1[C:6](=[O:14])[NH:5][N:4]=[CH:3][C:2]2=1.[C:15]([O:18][CH2:19][C:20]1[C:25]([Br:26])=[CH:24][C:23]([F:27])=[CH:22][C:21]=1Br)(=[O:17])[CH3:16].CNCCNC.C([O-])([O-])=O.[Cs+].[Cs+]. Given the product [C:15]([O:18][CH2:19][C:20]1[C:21]([N:5]2[C:6](=[O:14])[C:7]3[S:8][C:9]4[CH2:10][CH2:11][CH2:12][CH2:13][C:1]=4[C:2]=3[CH:3]=[N:4]2)=[CH:22][C:23]([F:27])=[CH:24][C:25]=1[Br:26])(=[O:17])[CH3:16], predict the reactants needed to synthesize it. (4) Given the product [CH2:8]1[C:16]2[C:11](=[C:12]([NH:17][C:5](=[O:7])[CH3:6])[CH:13]=[CH:14][CH:15]=2)[CH2:10][CH2:9]1, predict the reactants needed to synthesize it. The reactants are: C(O[C:5](=[O:7])[CH3:6])(=O)C.[CH2:8]1[C:16]2[CH:15]=[CH:14][CH:13]=[C:12]([NH2:17])[C:11]=2[CH2:10][CH2:9]1. (5) Given the product [CH3:15][O:14][C:11]1[CH:12]=[CH:13][C:8]([C:5]2[CH:4]=[CH:3][C:2]([O:1][CH2:25][C:21]3[CH:20]=[C:19]([CH:24]=[CH:23][CH:22]=3)[C:18]([OH:27])=[O:17])=[CH:7][CH:6]=2)=[CH:9][CH:10]=1, predict the reactants needed to synthesize it. The reactants are: [OH:1][C:2]1[CH:7]=[CH:6][C:5]([C:8]2[CH:13]=[CH:12][C:11]([O:14][CH3:15])=[CH:10][CH:9]=2)=[CH:4][CH:3]=1.C[O:17][C:18](=[O:27])[C:19]1[CH:24]=[CH:23][CH:22]=[C:21]([CH2:25]Br)[CH:20]=1.